Task: Predict which catalyst facilitates the given reaction.. Dataset: Catalyst prediction with 721,799 reactions and 888 catalyst types from USPTO (1) Reactant: C[O:2][C:3]([C:5]1[CH:10]=[CH:9][C:8]([C:11]2[CH:16]=[CH:15][CH:14]=[CH:13][C:12]=2[O:17][CH3:18])=[C:7]([CH3:19])[CH:6]=1)=[O:4].[OH-].[Na+].Cl. Product: [CH3:18][O:17][C:12]1[CH:13]=[CH:14][CH:15]=[CH:16][C:11]=1[C:8]1[CH:9]=[CH:10][C:5]([C:3]([OH:4])=[O:2])=[CH:6][C:7]=1[CH3:19]. The catalyst class is: 7. (2) Reactant: [CH3:1][O:2][C:3]1[CH:4]=[C:5]2[C:10](=[CH:11][CH:12]=1)[CH:9]=[C:8]([C:13]1[O:14][C:15]3[CH:27]=[CH:26][CH:25]=[CH:24][C:16]=3[C:17]=1[CH:18](O)[CH2:19][CH2:20][CH2:21][CH3:22])[CH:7]=[CH:6]2.C([SiH](CC)CC)C.FC(F)(F)C(O)=O. Product: [CH3:1][O:2][C:3]1[CH:4]=[C:5]2[C:10](=[CH:11][CH:12]=1)[CH:9]=[C:8]([C:13]1[O:14][C:15]3[CH:27]=[CH:26][CH:25]=[CH:24][C:16]=3[C:17]=1[CH2:18][CH2:19][CH2:20][CH2:21][CH3:22])[CH:7]=[CH:6]2. The catalyst class is: 2. (3) Reactant: CCN(C(C)C)C(C)C.Cl[C:11]([O:13][CH2:14][CH3:15])=[O:12].[CH3:16][C:17]([CH3:51])([O:19][C:20]([NH:22][CH2:23][C:24]1[CH:29]=[CH:28][C:27]([NH:30][CH:31]2[CH2:36][CH2:35][N:34]([C:37]([O:39][CH2:40][C:41]3[CH:46]=[CH:45][CH:44]=[CH:43][CH:42]=3)=[O:38])[CH2:33][CH2:32]2)=[C:26]([C:47]([O:49][CH3:50])=[O:48])[CH:25]=1)=[O:21])[CH3:18]. Product: [CH3:18][C:17]([CH3:51])([O:19][C:20]([NH:22][CH2:23][C:24]1[CH:29]=[CH:28][C:27]([N:30]([C:11]([O:13][CH2:14][CH3:15])=[O:12])[CH:31]2[CH2:36][CH2:35][N:34]([C:37]([O:39][CH2:40][C:41]3[CH:42]=[CH:43][CH:44]=[CH:45][CH:46]=3)=[O:38])[CH2:33][CH2:32]2)=[C:26]([C:47]([O:49][CH3:50])=[O:48])[CH:25]=1)=[O:21])[CH3:16]. The catalyst class is: 2. (4) The catalyst class is: 9. Reactant: [Cl:1][C:2]1[CH:7]=[CH:6][C:5]([CH2:8][N:9]2[C:13]3[CH:14]([OH:17])[CH2:15][CH2:16][C:12]=3[N:11]=[C:10]2[CH:18]([CH3:20])[CH3:19])=[CH:4][CH:3]=1.[H-].[Na+].Br[CH2:24][C:25]([O:27]CC)=[O:26]. Product: [NH3:9].[Cl:1][C:2]1[CH:3]=[CH:4][C:5]([CH2:8][N:9]2[C:13]3[CH:14]([O:17][CH2:24][C:25]([OH:27])=[O:26])[CH2:15][CH2:16][C:12]=3[N:11]=[C:10]2[CH:18]([CH3:20])[CH3:19])=[CH:6][CH:7]=1. (5) Product: [C:18]1([CH:24]([C:30]2[CH:35]=[CH:34][CH:33]=[CH:32][CH:31]=2)[N:25]2[CH2:28][C:27](=[C:11]([CH3:17])[C:12]([O:14][CH2:15][CH3:16])=[O:13])[CH2:26]2)[CH:19]=[CH:20][CH:21]=[CH:22][CH:23]=1. Reactant: [H-].[Na+].C(OP([CH:11]([CH3:17])[C:12]([O:14][CH2:15][CH3:16])=[O:13])(OCC)=O)C.[C:18]1([CH:24]([C:30]2[CH:35]=[CH:34][CH:33]=[CH:32][CH:31]=2)[N:25]2[CH2:28][C:27](=O)[CH2:26]2)[CH:23]=[CH:22][CH:21]=[CH:20][CH:19]=1.O. The catalyst class is: 1.